From a dataset of Reaction yield outcomes from USPTO patents with 853,638 reactions. Predict the reaction yield, written as a fraction of the theoretical maximum amount of product (1.0 means a 100% yield; for example, 0.34 means a 34% yield). The reactants are [NH2:1][C:2]1[CH:10]=[C:9]([F:11])[C:8]([F:12])=[CH:7][C:3]=1[C:4](O)=[O:5].O1CCCC1.C(Cl)(Cl)=O.[OH-].[NH4+:23]. The catalyst is C1(C)C=CC=CC=1. The product is [NH2:1][C:2]1[CH:10]=[C:9]([F:11])[C:8]([F:12])=[CH:7][C:3]=1[C:4]([NH2:23])=[O:5]. The yield is 0.620.